From a dataset of Peptide-MHC class I binding affinity with 185,985 pairs from IEDB/IMGT. Regression. Given a peptide amino acid sequence and an MHC pseudo amino acid sequence, predict their binding affinity value. This is MHC class I binding data. The peptide sequence is AVNAATYNR. The MHC is HLA-B15:17 with pseudo-sequence HLA-B15:17. The binding affinity (normalized) is 0.0847.